This data is from Reaction yield outcomes from USPTO patents with 853,638 reactions. The task is: Predict the reaction yield, written as a fraction of the theoretical maximum amount of product (1.0 means a 100% yield; for example, 0.34 means a 34% yield). (1) The reactants are [C:1]([C:3]1[CH:4]=[N:5][CH:6]=[CH:7][CH:8]=1)#[CH:2].[CH2:9]([O:16][C:17]1[CH:22]=[CH:21][C:20]([CH2:23][C:24](Cl)=[N:25][OH:26])=[CH:19][CH:18]=1)[C:10]1[CH:15]=[CH:14][CH:13]=[CH:12][CH:11]=1.C(N(CC)CC)C. The catalyst is O1CCCC1. The product is [CH2:9]([O:16][C:17]1[CH:22]=[CH:21][C:20]([CH2:23][C:24]2[CH:2]=[C:1]([C:3]3[CH:4]=[N:5][CH:6]=[CH:7][CH:8]=3)[O:26][N:25]=2)=[CH:19][CH:18]=1)[C:10]1[CH:11]=[CH:12][CH:13]=[CH:14][CH:15]=1. The yield is 0.480. (2) The reactants are [C:1]([C:3]1[CH:8]=[CH:7][CH:6]=[CH:5][C:4]=1[C:9]1[CH:17]=[CH:16][C:12]([C:13](O)=[O:14])=[C:11]([NH:18][CH2:19][CH2:20][C:21]2[CH:26]=[CH:25][CH:24]=[C:23]([F:27])[CH:22]=2)[N:10]=1)#[N:2].[NH2:28][CH2:29][C@H:30]1[CH2:34][CH2:33][CH2:32][N:31]1[C:35]([O:37][C:38]([CH3:41])([CH3:40])[CH3:39])=[O:36].C1C=CC2N(O)N=NC=2C=1.CN(C(ON1N=NC2C=CC=CC1=2)=[N+](C)C)C.F[P-](F)(F)(F)(F)F. The catalyst is CN(C=O)C. The product is [C:1]([C:3]1[CH:8]=[CH:7][CH:6]=[CH:5][C:4]=1[C:9]1[CH:17]=[CH:16][C:12]([C:13]([NH:28][CH2:29][C@H:30]2[CH2:34][CH2:33][CH2:32][N:31]2[C:35]([O:37][C:38]([CH3:41])([CH3:40])[CH3:39])=[O:36])=[O:14])=[C:11]([NH:18][CH2:19][CH2:20][C:21]2[CH:26]=[CH:25][CH:24]=[C:23]([F:27])[CH:22]=2)[N:10]=1)#[N:2]. The yield is 0.910.